From a dataset of Catalyst prediction with 721,799 reactions and 888 catalyst types from USPTO. Predict which catalyst facilitates the given reaction. (1) Reactant: [C:1]([O:5][C:6]([N:8]([CH:21]([CH3:23])[CH3:22])[CH2:9][C@H:10]([C:14]1[CH:19]=[CH:18][C:17]([Cl:20])=[CH:16][CH:15]=1)[C:11](O)=[O:12])=[O:7])([CH3:4])([CH3:3])[CH3:2].Cl.C(N=C=NCCCN(C)C)C.C1C=CC2N(O)N=NC=2C=1.O.C(N(CC)CC)C.[CH3:54][C:55]1[O:56][C:57]([C:60]2[C:61]([N:69]3[CH2:74][CH2:73][NH:72][CH2:71][CH2:70]3)=[C:62]3[CH:68]=[CH:67][NH:66][C:63]3=[N:64][CH:65]=2)=[N:58][N:59]=1. Product: [Cl:20][C:17]1[CH:18]=[CH:19][C:14]([C@H:10]([C:11]([N:72]2[CH2:71][CH2:70][N:69]([C:61]3[C:60]([C:57]4[O:56][C:55]([CH3:54])=[N:59][N:58]=4)=[CH:65][N:64]=[C:63]4[NH:66][CH:67]=[CH:68][C:62]=34)[CH2:74][CH2:73]2)=[O:12])[CH2:9][N:8]([CH:21]([CH3:22])[CH3:23])[C:6](=[O:7])[O:5][C:1]([CH3:3])([CH3:2])[CH3:4])=[CH:15][CH:16]=1. The catalyst class is: 2. (2) Reactant: [CH2:1](N(S(F)(F)F)CC)C.[F:10][C:11]1[CH2:16][CH:15]([CH3:17])[CH2:14][C:13](=[O:18])[C:12]=1[C:19](=[O:30])[C:20]1[CH:25]=[CH:24][C:23]([O:26][CH2:27][CH2:28]C)=[CH:22][CH:21]=1. Product: [F:10][C:11]1[CH2:16][CH:15]([CH3:17])[CH2:14][C:13](=[O:18])[C:12]=1[C:19](=[O:30])[C:20]1[CH:21]=[CH:22][C:23]([O:26][CH:27]([CH3:28])[CH3:1])=[CH:24][CH:25]=1. The catalyst class is: 2. (3) Reactant: N[C:2]1[CH:7]=[C:6]([Cl:8])[CH:5]=[CH:4][C:3]=1[S:9]([NH:12][C:13]1[CH:14]=[CH:15][C:16]([C:23]([F:26])([F:25])[F:24])=[C:17]2[C:22]=1[N:21]=[CH:20][CH:19]=[CH:18]2)(=[O:11])=[O:10].CC(O)=O. Product: [Cl:8][C:6]1[CH:7]=[C:2]2[C:3]([S:9](=[O:10])(=[O:11])[NH:12][C:13]3[C:14]2=[CH:15][C:16]([C:23]([F:24])([F:26])[F:25])=[C:17]2[C:22]=3[N:21]=[CH:20][CH:19]=[CH:18]2)=[CH:4][CH:5]=1. The catalyst class is: 1.